Dataset: Forward reaction prediction with 1.9M reactions from USPTO patents (1976-2016). Task: Predict the product of the given reaction. (1) Given the reactants [O:1]=[C:2]1[C:7]([CH2:8][C:9]2[CH:14]=[CH:13][C:12]([C:15]3[C:16]([C:21]#[N:22])=[CH:17][CH:18]=[CH:19][CH:20]=3)=[CH:11][CH:10]=2)=[C:6]([CH2:23][CH2:24][CH3:25])[N:5]2[N:26]=[CH:27][N:28]=[C:4]2[N:3]1[CH:29]1[CH2:34][CH2:33][CH:32]([O:35][CH2:36][CH:37]=C)[CH2:31][CH2:30]1.I([O-])(=O)(=O)=[O:40].[Na+].CC(C)=O.C(#N)C, predict the reaction product. The product is: [OH:40][CH2:37][CH2:36][O:35][CH:32]1[CH2:33][CH2:34][CH:29]([N:3]2[C:2](=[O:1])[C:7]([CH2:8][C:9]3[CH:14]=[CH:13][C:12]([C:15]4[C:16]([C:21]#[N:22])=[CH:17][CH:18]=[CH:19][CH:20]=4)=[CH:11][CH:10]=3)=[C:6]([CH2:23][CH2:24][CH3:25])[N:5]3[N:26]=[CH:27][N:28]=[C:4]23)[CH2:30][CH2:31]1. (2) Given the reactants [CH3:1][O:2][C:3]1([O:19][CH3:20])[CH2:6][C:5]([C:13](OC(C)C)=[O:14])([C:7](OC(C)C)=[O:8])[CH2:4]1.[AlH4-].[Li+].O.[OH-].[Na+], predict the reaction product. The product is: [CH3:20][O:19][C:3]1([O:2][CH3:1])[CH2:4][C:5]([CH2:7][OH:8])([CH2:13][OH:14])[CH2:6]1. (3) Given the reactants [CH2:1]([N:8]1[C:16]2[C:11](=[CH:12][C:13]([N+:17]([O-])=O)=[CH:14][CH:15]=2)[CH:10]=[N:9]1)[C:2]1[CH:7]=[CH:6][CH:5]=[CH:4][CH:3]=1, predict the reaction product. The product is: [CH2:1]([N:8]1[C:16]2[C:11](=[CH:12][C:13]([NH2:17])=[CH:14][CH:15]=2)[CH:10]=[N:9]1)[C:2]1[CH:3]=[CH:4][CH:5]=[CH:6][CH:7]=1. (4) Given the reactants Cl[C:2]1[N:7]=[C:6]([C:8]2[C:17]3[CH2:16][CH2:15][CH2:14][CH2:13][C:12]=3[N:11]=[C:10]([O:18][CH2:19][C:20]3[CH:25]=[CH:24][CH:23]=[CH:22][N:21]=3)[CH:9]=2)[CH:5]=[N:4][CH:3]=1.[OH-].[K+].[O:28]1CCOCC1, predict the reaction product. The product is: [N:21]1[CH:22]=[CH:23][CH:24]=[CH:25][C:20]=1[CH2:19][O:18][C:10]1[CH:9]=[C:8]([C:6]2[N:7]=[C:2]([OH:28])[CH:3]=[N:4][CH:5]=2)[C:17]2[CH2:16][CH2:15][CH2:14][CH2:13][C:12]=2[N:11]=1. (5) Given the reactants [F:1][C:2]1[CH:31]=[CH:30][C:29]([F:32])=[CH:28][C:3]=1[CH2:4][NH:5][C:6]1[C:11]([C:12]([NH2:14])=[O:13])=[CH:10][N:9]=[C:8]([NH:15][C:16]2[CH:21]=[CH:20][C:19]([CH:22]3[CH2:27][CH2:26][NH:25][CH2:24][CH2:23]3)=[CH:18][CH:17]=2)[CH:7]=1.CCN(C(C)C)C(C)C.[C:42](O)(C(F)(F)F)=[O:43], predict the reaction product. The product is: [F:1][C:2]1[CH:31]=[CH:30][C:29]([F:32])=[CH:28][C:3]=1[CH2:4][NH:5][C:6]1[C:11]([C:12]([NH2:14])=[O:13])=[CH:10][N:9]=[C:8]([NH:15][C:16]2[CH:21]=[CH:20][C:19]([CH:22]3[CH2:23][CH2:24][N:25]([CH:42]=[O:43])[CH2:26][CH2:27]3)=[CH:18][CH:17]=2)[CH:7]=1. (6) Given the reactants [N+:1]([C:4]1[CH:5]=[C:6]([C:10]2[CH:14]=[CH:13][NH:12][N:11]=2)[CH:7]=[CH:8][CH:9]=1)([O-:3])=[O:2].[I:15]N1C(=O)CCC1=O.C(OC(C)C)(C)C, predict the reaction product. The product is: [I:15][C:14]1[C:10]([C:6]2[CH:7]=[CH:8][CH:9]=[C:4]([N+:1]([O-:3])=[O:2])[CH:5]=2)=[N:11][NH:12][CH:13]=1. (7) Given the reactants [C:1]([O:5][C:6](=[O:21])[NH:7][C:8]1[S:9][C:10]([C:13]2([OH:20])[CH2:18][CH2:17][C:16](=O)[CH2:15][CH2:14]2)=[CH:11][N:12]=1)([CH3:4])([CH3:3])[CH3:2].[NH:22]1[CH2:25][CH:24]([NH:26][C:27]([CH2:29][NH:30][C:31](=[O:42])[C:32]2[CH:37]=[CH:36][CH:35]=[C:34]([C:38]([F:41])([F:40])[F:39])[CH:33]=2)=[O:28])[CH2:23]1, predict the reaction product. The product is: [C:1]([O:5][C:6](=[O:21])[NH:7][C:8]1[S:9][C:10]([C:13]2([OH:20])[CH2:18][CH2:17][CH:16]([N:22]3[CH2:25][CH:24]([NH:26][C:27](=[O:28])[CH2:29][NH:30][C:31](=[O:42])[C:32]4[CH:37]=[CH:36][CH:35]=[C:34]([C:38]([F:40])([F:41])[F:39])[CH:33]=4)[CH2:23]3)[CH2:15][CH2:14]2)=[CH:11][N:12]=1)([CH3:4])([CH3:3])[CH3:2].